Dataset: Reaction yield outcomes from USPTO patents with 853,638 reactions. Task: Predict the reaction yield, written as a fraction of the theoretical maximum amount of product (1.0 means a 100% yield; for example, 0.34 means a 34% yield). (1) The reactants are [Br:1][C:2]1[CH:3]=[C:4]2[C:9](=[CH:10][CH:11]=1)[CH:8]=[C:7]([C:12](=[O:14])[CH3:13])[CH:6]=[CH:5]2.C[Si]([C:19]([F:22])([F:21])[F:20])(C)C.CO.Cl. The catalyst is C([O-])(=O)C.[Li+].CN(C=O)C. The product is [Br:1][C:2]1[CH:3]=[C:4]2[C:9](=[CH:10][CH:11]=1)[CH:8]=[C:7]([C:12]([OH:14])([CH3:13])[C:19]([F:22])([F:21])[F:20])[CH:6]=[CH:5]2. The yield is 0.630. (2) The reactants are [C:1]([C:5]1[CH:24]=[C:23]([F:25])[CH:22]=[CH:21][C:6]=1[O:7][CH:8]1[CH2:13][CH2:12][N:11]([C:14]([C:16]2[N:20]=[CH:19][NH:18][N:17]=2)=[O:15])[CH2:10][CH2:9]1)([CH3:4])([CH3:3])[CH3:2].[CH3:26][S:27](Cl)(=[O:29])=[O:28]. The catalyst is N1C=CC=CC=1. The product is [C:1]([C:5]1[CH:24]=[C:23]([F:25])[CH:22]=[CH:21][C:6]=1[O:7][CH:8]1[CH2:9][CH2:10][N:11]([C:14]([C:16]2[N:20]=[CH:19][N:18]([S:27]([CH3:26])(=[O:29])=[O:28])[N:17]=2)=[O:15])[CH2:12][CH2:13]1)([CH3:4])([CH3:2])[CH3:3]. The yield is 0.990.